This data is from Full USPTO retrosynthesis dataset with 1.9M reactions from patents (1976-2016). The task is: Predict the reactants needed to synthesize the given product. The reactants are: [CH:1]1([NH:7][C:8]2[CH:13]=[CH:12][C:11]([C:14]3[NH:18][N:17]=[N:16][N:15]=3)=[CH:10][C:9]=2[N+:19]([O-])=O)[CH2:6][CH2:5][CH2:4][CH2:3][CH2:2]1.C(OC(=O)C1C=CC(NC2CCCCC2)=C(N)C=1)C. Given the product [CH:1]1([NH:7][C:8]2[C:9]([NH2:19])=[CH:10][C:11]([C:14]3[NH:18][N:17]=[N:16][N:15]=3)=[CH:12][CH:13]=2)[CH2:2][CH2:3][CH2:4][CH2:5][CH2:6]1, predict the reactants needed to synthesize it.